The task is: Predict the reactants needed to synthesize the given product.. This data is from Full USPTO retrosynthesis dataset with 1.9M reactions from patents (1976-2016). Given the product [Br:1][C:2]1[CH:7]=[CH:6][C:5]([C:8](=[C:18]2[CH2:23][CH2:22][CH2:21][CH2:20][CH2:19]2)[C:10]2[CH:15]=[CH:14][C:13]([OH:16])=[C:12]([F:17])[CH:11]=2)=[CH:4][CH:3]=1, predict the reactants needed to synthesize it. The reactants are: [Br:1][C:2]1[CH:7]=[CH:6][C:5]([C:8]([C:10]2[CH:15]=[CH:14][C:13]([OH:16])=[C:12]([F:17])[CH:11]=2)=O)=[CH:4][CH:3]=1.[C:18]1(=O)[CH2:23][CH2:22][CH2:21][CH2:20][CH2:19]1.